Task: Predict the reactants needed to synthesize the given product.. Dataset: Full USPTO retrosynthesis dataset with 1.9M reactions from patents (1976-2016) The reactants are: [F:1][C:2]([F:7])([F:6])[C:3]([OH:5])=[O:4].[F:8][C:9]([F:14])([F:13])[C:10]([OH:12])=[O:11].FC(F)(F)C(O)=O.[Cl:22][C:23]1[CH:24]=[N:25][C:26]2[NH:27][C:28]3[CH:29]=[N:30][CH:31]=[C:32]([CH:53]=3)[CH2:33][CH2:34][C:35]3[CH:43]=[C:39]([NH:40][C:41]=1[N:42]=2)[CH:38]=[CH:37][C:36]=3[O:44][CH2:45][CH2:46][CH:47]1[CH2:52][CH2:51][NH:50][CH2:49][CH2:48]1.[CH3:54][C:55]1[O:59][N:58]=[CH:57][C:56]=1[C:60](Cl)=[O:61]. Given the product [F:1][C:2]([F:7])([F:6])[C:3]([OH:5])=[O:4].[F:8][C:9]([F:14])([F:13])[C:10]([OH:12])=[O:11].[Cl:22][C:23]1[CH:24]=[N:25][C:26]2[NH:27][C:28]3[CH:29]=[N:30][CH:31]=[C:32]([CH:53]=3)[CH2:33][CH2:34][C:35]3[CH:43]=[C:39]([NH:40][C:41]=1[N:42]=2)[CH:38]=[CH:37][C:36]=3[O:44][CH2:45][CH2:46][CH:47]1[CH2:48][CH2:49][N:50]([C:60]([C:56]2[CH:57]=[N:58][O:59][C:55]=2[CH3:54])=[O:61])[CH2:51][CH2:52]1, predict the reactants needed to synthesize it.